Dataset: Peptide-MHC class I binding affinity with 185,985 pairs from IEDB/IMGT. Task: Regression. Given a peptide amino acid sequence and an MHC pseudo amino acid sequence, predict their binding affinity value. This is MHC class I binding data. The peptide sequence is AMQTMLFTM. The MHC is HLA-A02:02 with pseudo-sequence HLA-A02:02. The binding affinity (normalized) is 0.741.